This data is from Forward reaction prediction with 1.9M reactions from USPTO patents (1976-2016). The task is: Predict the product of the given reaction. The product is: [OH:37][CH2:36][CH2:35][N:34]([CH3:33])[C:4](=[O:6])[CH2:3][S@:7](=[O:8])([C:27]1[CH:32]=[CH:31][CH:30]=[CH:29][CH:28]=1)=[N:9][C:10](=[O:11])[C:12]1[CH:17]=[C:16]([C:18]#[C:19][C:20]2[CH:25]=[CH:24][CH:23]=[C:22]([OH:26])[CH:21]=2)[CH:15]=[N:14][CH:13]=1. Given the reactants C([C@H:3]([S:7]([C:27]1[CH:32]=[CH:31][CH:30]=[CH:29][CH:28]=1)(=[N:9][C:10]([C:12]1[CH:13]=[N:14][CH:15]=[C:16]([C:18]#[C:19][C:20]2[CH:25]=[CH:24][CH:23]=[C:22]([OH:26])[CH:21]=2)[CH:17]=1)=[O:11])=[O:8])[C:4]([O-:6])=O)C.[CH3:33][NH:34][CH2:35][CH2:36][OH:37], predict the reaction product.